This data is from Full USPTO retrosynthesis dataset with 1.9M reactions from patents (1976-2016). The task is: Predict the reactants needed to synthesize the given product. (1) Given the product [OH:13][CH:12]=[C:2]1[CH2:3][CH2:4][CH2:5][CH2:6][CH2:7][C:1]1=[O:8], predict the reactants needed to synthesize it. The reactants are: [C:1]1(=[O:8])[CH2:7][CH2:6][CH2:5][CH2:4][CH2:3][CH2:2]1.C[O-].[Na+].[CH:12](OCC)=[O:13].Cl. (2) Given the product [Cl:27][C:28]1[CH:29]=[CH:30][C:31]([N:37]2[CH:41]=[N:40][N:39]=[N:38]2)=[C:32]([CH:33]=1)[CH2:34][CH2:35][NH:36][C:51](=[O:53])[C@@H:50]([NH:49][C:47]([C:82]1[CH:81]=[CH:83][C:2]([C:3]([OH:74])=[O:4])=[CH:20][CH:21]=1)=[O:48])[CH2:54][C:55]1[CH:56]=[CH:57][CH:58]=[CH:59][CH:60]=1, predict the reactants needed to synthesize it. The reactants are: N[C@@H:2]([CH2:20][C:21]1C=CC=CC=1)[C:3](NCCC1C=C(Cl)C=CC=1N1C=NN=N1)=[O:4].[Cl:27][C:28]1[CH:29]=[CH:30][C:31]([N:37]2[CH:41]=[N:40][N:39]=[N:38]2)=[C:32]([CH2:34][CH2:35][NH2:36])[CH:33]=1.C(O[C:47]([NH:49][C@@H:50]([CH2:54][C:55]1[CH:60]=[CH:59][CH:58]=[CH:57][CH:56]=1)[C:51]([OH:53])=O)=[O:48])(C)(C)C.C(Cl)CCl.C1C=CC2N([OH:74])N=NC=2C=1.CCN([CH:81]([CH3:83])[CH3:82])C(C)C. (3) Given the product [Cl:1][C:2]1[C:3]([Cl:11])=[N:4][CH:5]=[C:6]([CH:10]=1)[C:7]([NH:16][S:13]([CH3:12])(=[O:15])=[O:14])=[O:8], predict the reactants needed to synthesize it. The reactants are: [Cl:1][C:2]1[C:3]([Cl:11])=[N:4][CH:5]=[C:6]([CH:10]=1)[C:7](O)=[O:8].[CH3:12][S:13]([NH2:16])(=[O:15])=[O:14].CCN=C=NCCCN(C)C. (4) Given the product [Cl:32][C:2]1[C:7]2[N:8]=[C:9]([C:10]3[CH:15]=[C:14]([CH3:16])[C:13]([O:17][CH3:18])=[C:12]([CH3:19])[CH:11]=3)[O:20][C:6]=2[N:5]=[C:4]([S:22][CH3:23])[N:3]=1, predict the reactants needed to synthesize it. The reactants are: O[C:2]1[C:7]([NH:8][C:9](=[O:20])[C:10]2[CH:15]=[C:14]([CH3:16])[C:13]([O:17][CH3:18])=[C:12]([CH3:19])[CH:11]=2)=[C:6](O)[N:5]=[C:4]([S:22][CH3:23])[N:3]=1.S(=O)(=O)(O)[O-].[Na+].P(Cl)(Cl)([Cl:32])=O. (5) The reactants are: [S:1]1[CH:5]=[C:4]([C:6]([O-:8])=O)[N:3]=[C:2]1[C:9]([O:11][CH2:12][CH3:13])=[O:10].[NH2:14][C@@H:15]([CH3:31])[CH2:16][N:17]1[CH:21]=[CH:20][C:19]([C:22]2[CH:29]=[CH:28][C:25]([C:26]#[N:27])=[C:24]([Cl:30])[CH:23]=2)=[N:18]1. Given the product [Cl:30][C:24]1[CH:23]=[C:22]([C:19]2[CH:20]=[CH:21][N:17]([CH2:16][C@@H:15]([NH:14][C:6]([C:4]3[N:3]=[C:2]([C:9]([O:11][CH2:12][CH3:13])=[O:10])[S:1][CH:5]=3)=[O:8])[CH3:31])[N:18]=2)[CH:29]=[CH:28][C:25]=1[C:26]#[N:27], predict the reactants needed to synthesize it. (6) Given the product [Br:28][C:29]1[CH:35]=[CH:34][C:32]([NH:33][CH:11]=[C:5]([S:2]([CH3:1])(=[O:4])=[O:3])[C:6]([O:8][CH2:9][CH3:10])=[O:7])=[CH:31][CH:30]=1, predict the reactants needed to synthesize it. The reactants are: [CH3:1][S:2]([CH2:5][C:6]([O:8][CH2:9][CH3:10])=[O:7])(=[O:4])=[O:3].[CH:11](OCC)(OCC)OCC.C(OC(=O)C)(=O)C.[Br:28][C:29]1[CH:35]=[CH:34][C:32]([NH2:33])=[CH:31][CH:30]=1. (7) Given the product [CH2:7]([O:6][Si:5]([O:9][CH2:10][CH3:11])([CH3:12])[CH2:4][CH2:3][CH2:2][S:1][CH2:13][C:22]1[CH:21]=[CH:20][N:19]=[C:18]([F:17])[CH:23]=1)[CH3:8], predict the reactants needed to synthesize it. The reactants are: [SH:1][CH2:2][CH2:3][CH2:4][Si:5]([CH3:12])([O:9][CH2:10][CH3:11])[O:6][CH2:7][CH3:8].[CH2:13](O[K])C.[F:17][C:18]1[CH:23]=[CH:22][CH:21]=[CH:20][N:19]=1. (8) Given the product [C:30]1([CH2:36][C:23]([N:20]2[CH2:19][CH2:18][CH:17]([CH2:16][N:3]3[CH2:4][CH2:5][CH2:6][N:7]4[N:8]=[C:9]5[C:14]([CH:13]=[CH:12][CH:11]=[CH:10]5)=[C:15]4[C:2]3=[O:1])[CH2:22][CH2:21]2)=[O:25])[CH:35]=[CH:34][CH:33]=[CH:32][CH:31]=1, predict the reactants needed to synthesize it. The reactants are: [O:1]=[C:2]1[C:15]2[N:7]([N:8]=[C:9]3[C:14]=2[CH:13]=[CH:12][CH:11]=[CH:10]3)[CH2:6][CH2:5][CH2:4][N:3]1[CH2:16][CH:17]1[CH2:22][CH2:21][N:20]([C:23]([O:25]C(C)(C)C)=O)[CH2:19][CH2:18]1.[C:30]1([CH2:36]C(Cl)=O)[CH:35]=[CH:34][CH:33]=[CH:32][CH:31]=1. (9) Given the product [C:20]12([C:17]3[CH:18]=[CH:19][C:14]([O:13][CH2:12][C:11]([NH:10][C:7]4[CH:6]=[CH:5][C:4]([C:3]([OH:31])=[O:2])=[CH:9][CH:8]=4)=[O:30])=[CH:15][CH:16]=3)[CH2:27][CH:26]3[CH2:28][CH:22]([CH2:23][CH:24]([CH2:25]3)[CH2:29]1)[CH2:21]2, predict the reactants needed to synthesize it. The reactants are: C[O:2][C:3](=[O:31])[C:4]1[CH:9]=[CH:8][C:7]([NH:10][C:11](=[O:30])[CH2:12][O:13][C:14]2[CH:19]=[CH:18][C:17]([C:20]34[CH2:29][CH:24]5[CH2:25][CH:26]([CH2:28][CH:22]([CH2:23]5)[CH2:21]3)[CH2:27]4)=[CH:16][CH:15]=2)=[CH:6][CH:5]=1.Cl. (10) Given the product [CH3:1][O:2][C:3](=[O:11])[C:4]1[CH:9]=[CH:8][CH:7]=[CH:6][C:5]=1[CH2:10][Br:12], predict the reactants needed to synthesize it. The reactants are: [CH3:1][O:2][C:3](=[O:11])[C:4]1[CH:9]=[CH:8][CH:7]=[CH:6][C:5]=1[CH3:10].[Br:12]N1C(=O)CCC1=O.CC(N=NC(C#N)(C)C)(C#N)C.